This data is from Reaction yield outcomes from USPTO patents with 853,638 reactions. The task is: Predict the reaction yield, written as a fraction of the theoretical maximum amount of product (1.0 means a 100% yield; for example, 0.34 means a 34% yield). (1) The reactants are [C:1](#[N:5])[CH2:2][C:3]#[N:4].Br[CH2:7][CH2:8][O:9][CH2:10][CH2:11]Br.CC([O-])(C)C.[K+]. The catalyst is CS(C)=O.CCCC[N+](CCCC)(CCCC)CCCC.[Br-].C(Cl)Cl. The product is [O:9]1[CH2:10][CH2:11][C:2]([C:1]#[N:5])([C:3]#[N:4])[CH2:7][CH2:8]1. The yield is 0.240. (2) The reactants are [CH3:1][C:2]([C:8]1[CH:13]=[CH:12][C:11]([N+:14]([O-:16])=[O:15])=[CH:10][CH:9]=1)([CH3:7])[CH2:3][C:4]([NH2:6])=O.B.C1C[O:21][CH2:20][CH2:19]1.C(Cl)(=O)C. The catalyst is C1COCC1.C(Cl)Cl. The product is [CH3:1][C:2]([C:8]1[CH:13]=[CH:12][C:11]([N+:14]([O-:16])=[O:15])=[CH:10][CH:9]=1)([CH3:7])[CH2:3][CH2:4][NH:6][C:20](=[O:21])[CH3:19]. The yield is 0.760. (3) The reactants are COC1C=CC(C[N:8]2[C:12]3=[N:13][CH:14]=[CH:15][C:16]([O:17][C:18]4[CH:23]=[CH:22][C:21]([NH:24][C:25]([C:27]5[C:28](=[O:40])[N:29]([C:33]6[CH:38]=[CH:37][C:36]([F:39])=[CH:35][CH:34]=6)[N:30]=[CH:31][CH:32]=5)=[O:26])=[CH:20][C:19]=4[F:41])=[C:11]3[C:10]([NH:42][C@H:43]3[CH2:48][CH2:47][N:46]([CH2:49][CH3:50])[CH2:45][C@H:44]3[F:51])=[N:9]2)=CC=1.FC(F)(F)C(O)=O. No catalyst specified. The product is [CH2:49]([N:46]1[CH2:47][CH2:48][C@H:43]([NH:42][C:10]2[C:11]3[C:12](=[N:13][CH:14]=[CH:15][C:16]=3[O:17][C:18]3[CH:23]=[CH:22][C:21]([NH:24][C:25]([C:27]4[C:28](=[O:40])[N:29]([C:33]5[CH:34]=[CH:35][C:36]([F:39])=[CH:37][CH:38]=5)[N:30]=[CH:31][CH:32]=4)=[O:26])=[CH:20][C:19]=3[F:41])[NH:8][N:9]=2)[C@H:44]([F:51])[CH2:45]1)[CH3:50]. The yield is 0.510.